Dataset: Forward reaction prediction with 1.9M reactions from USPTO patents (1976-2016). Task: Predict the product of the given reaction. (1) Given the reactants [N+:1]([C:4]1[CH:5]=[C:6]([CH2:10][C:11]#[N:12])[CH:7]=[CH:8][CH:9]=1)([O-])=O, predict the reaction product. The product is: [NH2:1][C:4]1[CH:5]=[C:6]([CH2:10][C:11]#[N:12])[CH:7]=[CH:8][CH:9]=1. (2) Given the reactants Cl[C:2]1[CH:7]=[CH:6][N:5]=[C:4]2[N:8]([S:26]([C:29]3[CH:35]=[CH:34][C:32]([CH3:33])=[CH:31][CH:30]=3)(=[O:28])=[O:27])[C:9]([C:11]3([OH:25])[CH2:24][C:13]4([CH2:16][N:15]([C:17]([O:19][C:20]([CH3:23])([CH3:22])[CH3:21])=[O:18])[CH2:14]4)[CH2:12]3)=[CH:10][C:3]=12.[F:36][C:37]1[CH:38]=[CH:39][C:40]([O:46][CH3:47])=[C:41](B(O)O)[CH:42]=1.[O-]P([O-])([O-])=O.[K+].[K+].[K+].C(OCC)(=O)C, predict the reaction product. The product is: [F:36][C:37]1[CH:42]=[CH:41][C:40]([O:46][CH3:47])=[C:39]([C:2]2[CH:7]=[CH:6][N:5]=[C:4]3[N:8]([S:26]([C:29]4[CH:35]=[CH:34][C:32]([CH3:33])=[CH:31][CH:30]=4)(=[O:28])=[O:27])[C:9]([C:11]4([OH:25])[CH2:12][C:13]5([CH2:14][N:15]([C:17]([O:19][C:20]([CH3:23])([CH3:22])[CH3:21])=[O:18])[CH2:16]5)[CH2:24]4)=[CH:10][C:3]=23)[CH:38]=1. (3) The product is: [O:1]1[C:5]2[CH:6]=[CH:7][CH:8]=[CH:9][C:4]=2[N:3]=[C:2]1[C:10]([C@@H:11]([NH:15][C:16](=[O:36])[C@@H:17]([NH:29][CH:30]1[CH2:31][CH2:32][O:33][CH2:34][CH2:35]1)[CH2:18][S:19]([CH2:22][C:23]1[CH:24]=[CH:25][CH:26]=[CH:27][CH:28]=1)(=[O:21])=[O:20])[CH2:12][CH2:13][CH3:14])=[O:37]. Given the reactants [O:1]1[C:5]2[CH:6]=[CH:7][CH:8]=[CH:9][C:4]=2[N:3]=[C:2]1[CH:10]([OH:37])[C@@H:11]([NH:15][C:16](=[O:36])[C@@H:17]([NH:29][CH:30]1[CH2:35][CH2:34][O:33][CH2:32][CH2:31]1)[CH2:18][S:19]([CH2:22][C:23]1[CH:28]=[CH:27][CH:26]=[CH:25][CH:24]=1)(=[O:21])=[O:20])[CH2:12][CH2:13][CH3:14].S([O-])([O-])(=O)=S, predict the reaction product.